From a dataset of Forward reaction prediction with 1.9M reactions from USPTO patents (1976-2016). Predict the product of the given reaction. (1) Given the reactants [CH:1]1([O:4][C:5]2[CH:6]=[C:7]([C:15]3[N:24](COCC[Si](C)(C)C)[C:18]4[CH:19]=[N:20][NH:21][C:22](=[O:23])[C:17]=4[C:16]=3[CH2:33][N:34]([CH3:36])[CH3:35])[CH:8]=[CH:9][C:10]=2[O:11][CH:12]([F:14])[F:13])[CH2:3][CH2:2]1, predict the reaction product. The product is: [CH:1]1([O:4][C:5]2[CH:6]=[C:7]([C:15]3[NH:24][C:18]4[CH:19]=[N:20][NH:21][C:22](=[O:23])[C:17]=4[C:16]=3[CH2:33][N:34]([CH3:36])[CH3:35])[CH:8]=[CH:9][C:10]=2[O:11][CH:12]([F:13])[F:14])[CH2:2][CH2:3]1. (2) Given the reactants [CH3:1][C:2]1[CH:7]=[C:6]([CH3:8])[N:5]=[C:4]([N:9]2[CH2:16][CH:15]3[CH:11]([CH2:12][NH:13][CH2:14]3)[CH2:10]2)[N:3]=1.CC(O)=O.[CH3:21][C:22]1[CH:30]=[C:29]([CH3:31])[CH:28]=[C:27]([CH3:32])[C:23]=1[C:24](O)=[O:25], predict the reaction product. The product is: [CH3:1][C:2]1[CH:7]=[C:6]([CH3:8])[N:5]=[C:4]([N:9]2[CH2:16][CH:15]3[CH2:14][N:13]([C:24]([C:23]4[C:22]([CH3:21])=[CH:30][C:29]([CH3:31])=[CH:28][C:27]=4[CH3:32])=[O:25])[CH2:12][CH:11]3[CH2:10]2)[N:3]=1. (3) Given the reactants [F:1][C:2]1[CH:7]=[CH:6][C:5]([C:8]2[C:16]([C:17]3[CH:22]=[CH:21][N:20]=[CH:19][N:18]=3)=[C:11]3[CH:12]=[CH:13][CH:14]=[CH:15][N:10]3[N:9]=2)=[CH:4][CH:3]=1.[CH:23]([N-]C(C)C)(C)C.[Li+].CI.CCCCCC.C(OCC)(=O)C, predict the reaction product. The product is: [F:1][C:2]1[CH:7]=[CH:6][C:5]([C:8]2[C:16]([C:17]3[CH:22]=[CH:21][N:20]=[CH:19][N:18]=3)=[C:11]3[CH:12]=[CH:13][CH:14]=[C:15]([CH3:23])[N:10]3[N:9]=2)=[CH:4][CH:3]=1. (4) Given the reactants COCCOC.Br[C:8]1[CH:9]=[CH:10][C:11]2[O:15][C:14]([CH2:16][OH:17])=[CH:13][C:12]=2[CH:18]=1.[CH3:19][O:20][C:21]([C:23]1[CH:28]=[CH:27][C:26](B(O)O)=[CH:25][CH:24]=1)=[O:22].C([O-])([O-])=O.[Na+].[Na+], predict the reaction product. The product is: [OH:17][CH2:16][C:14]1[O:15][C:11]2[CH:10]=[CH:9][C:8]([C:26]3[CH:27]=[CH:28][C:23]([C:21]([O:20][CH3:19])=[O:22])=[CH:24][CH:25]=3)=[CH:18][C:12]=2[CH:13]=1.